Dataset: Catalyst prediction with 721,799 reactions and 888 catalyst types from USPTO. Task: Predict which catalyst facilitates the given reaction. (1) Reactant: C(OC([N:8]1[CH2:13][CH2:12][CH:11]([CH2:14][O:15][C:16](=[O:24])[CH2:17][C:18]2[CH:23]=[CH:22][CH:21]=[CH:20][CH:19]=2)[CH2:10][CH2:9]1)=O)(C)(C)C.Cl.CCOCC. Product: [C:18]1([CH2:17][C:16]([O:15][CH2:14][CH:11]2[CH2:12][CH2:13][NH:8][CH2:9][CH2:10]2)=[O:24])[CH:19]=[CH:20][CH:21]=[CH:22][CH:23]=1. The catalyst class is: 5. (2) Reactant: [F:1][C:2]1[CH:7]=[CH:6][C:5]([S:8]([N:11]2[C:20]3[C:15](=[CH:16][C:17]([C:21]([OH:30])([C:26]([F:29])([F:28])[F:27])[C:22]([F:25])([F:24])[F:23])=[CH:18][CH:19]=3)[CH2:14][CH2:13][C@H:12]2[CH2:31][C:32]([NH:34][NH2:35])=[O:33])(=[O:10])=[O:9])=[CH:4][CH:3]=1.C(OC([NH:43][C:44]1([C:47](O)=O)[CH2:46][CH2:45]1)=O)(C)(C)C.CC1C=CC(S(O)(=O)=O)=CC=1. Product: [NH2:43][C:44]1([C:47]2[O:33][C:32]([CH2:31][C@@H:12]3[CH2:13][CH2:14][C:15]4[C:20](=[CH:19][CH:18]=[C:17]([C:21]([OH:30])([C:26]([F:28])([F:27])[F:29])[C:22]([F:23])([F:25])[F:24])[CH:16]=4)[N:11]3[S:8]([C:5]3[CH:6]=[CH:7][C:2]([F:1])=[CH:3][CH:4]=3)(=[O:9])=[O:10])=[N:34][N:35]=2)[CH2:46][CH2:45]1. The catalyst class is: 11. (3) Reactant: [CH3:1][S:2][C:3]1[C:4]([C:8]2[CH:9]=[N:10][CH:11]=[CH:12][CH:13]=2)=[N:5][NH:6][CH:7]=1.[CH3:14][CH:15]([CH3:25])[CH2:16]CSSC[CH2:14][CH:15]([CH3:25])[CH3:16].IC1C(C2C=NC=CC=2)=NNC=1. Product: [CH3:14][CH:15]([CH3:25])[CH2:16][CH2:1][S:2][C:3]1[C:4]([C:8]2[CH:9]=[N:10][CH:11]=[CH:12][CH:13]=2)=[N:5][NH:6][CH:7]=1. The catalyst class is: 13. (4) The catalyst class is: 81. Reactant: [F:1][C:2]([F:7])([F:6])[C:3]([OH:5])=[O:4].[NH2:8][C@H:9]1[CH2:15][O:14][C:13]2[CH:16]=[C:17](C)[CH:18]=[CH:19][C:12]=2[NH:11][C:10]1=[O:21].C(OC(N[C@@H](CO)C(O)=O)=O)(C)(C)C.FC1C=CC([C:43]([F:46])([F:45])[F:44])=CC=1[N+]([O-])=O. Product: [F:1][C:2]([F:7])([F:6])[C:3]([OH:5])=[O:4].[NH2:8][C@H:9]1[CH2:15][O:14][C:13]2[CH:16]=[CH:17][C:18]([C:43]([F:46])([F:45])[F:44])=[CH:19][C:12]=2[NH:11][C:10]1=[O:21]. (5) Reactant: [F:1][C:2]1[CH:7]=[CH:6][C:5]([C:8]2[C:17]([N:18]([CH3:22])[CH:19]([CH3:21])[CH3:20])=[N:16][C:15]3[C:10](=[CH:11][C:12]([O:27][CH3:28])=[C:13]([C:23]([O:25]C)=[O:24])[CH:14]=3)[N:9]=2)=[CH:4][CH:3]=1.[OH-].[Na+]. Product: [F:1][C:2]1[CH:7]=[CH:6][C:5]([C:8]2[C:17]([N:18]([CH3:22])[CH:19]([CH3:21])[CH3:20])=[N:16][C:15]3[C:10](=[CH:11][C:12]([O:27][CH3:28])=[C:13]([C:23]([OH:25])=[O:24])[CH:14]=3)[N:9]=2)=[CH:4][CH:3]=1. The catalyst class is: 24. (6) Reactant: C(OC([NH:8][C@@H:9]([C:18]([N:20]([CH2:27][C:28]1[CH:33]=[CH:32][CH:31]=[CH:30][CH:29]=1)[CH2:21][C:22](OCC)=[O:23])=[O:19])[CH2:10][C:11]1[CH:16]=[CH:15][C:14]([F:17])=[CH:13][CH:12]=1)=O)(C)(C)C.C(O)(C(F)(F)F)=O. Product: [CH2:27]([N:20]1[CH2:21][C:22](=[O:23])[NH:8][C@H:9]([CH2:10][C:11]2[CH:16]=[CH:15][C:14]([F:17])=[CH:13][CH:12]=2)[C:18]1=[O:19])[C:28]1[CH:33]=[CH:32][CH:31]=[CH:30][CH:29]=1. The catalyst class is: 4. (7) Reactant: [CH3:1][O:2][C:3]1[CH:4]=[C:5]([CH:17]=[CH:18][CH:19]=1)[CH2:6][O:7][CH2:8][C:9]1[O:13][N:12]=[C:11]([C:14]([OH:16])=O)[CH:10]=1.C(N(CC)CC)C.Cl.C(N=C=NCCCN(C)C)C.ON1C2C=CC=CC=2N=N1.[O:49]1[CH2:53][CH2:52][CH:51]([CH2:54][NH2:55])[CH2:50]1. Product: [O:49]1[CH2:53][CH2:52][CH:51]([CH2:54][NH:55][C:14]([C:11]2[CH:10]=[C:9]([CH2:8][O:7][CH2:6][C:5]3[CH:17]=[CH:18][CH:19]=[C:3]([O:2][CH3:1])[CH:4]=3)[O:13][N:12]=2)=[O:16])[CH2:50]1. The catalyst class is: 408.